From a dataset of Catalyst prediction with 721,799 reactions and 888 catalyst types from USPTO. Predict which catalyst facilitates the given reaction. (1) Reactant: Cl[C:2]([O:4][CH2:5][C:6]1[CH:11]=[CH:10][CH:9]=[CH:8][CH:7]=1)=[O:3].[CH3:12][C:13]1[C:18]([NH2:19])=[C:17]([CH3:20])[CH:16]=[C:15]([N:21]2[CH2:26][CH2:25][O:24][CH2:23][CH2:22]2)[N:14]=1.C(N(CC)C(C)C)(C)C. Product: [CH2:5]([O:4][C:2](=[O:3])[NH:19][C:18]1[C:13]([CH3:12])=[N:14][C:15]([N:21]2[CH2:26][CH2:25][O:24][CH2:23][CH2:22]2)=[CH:16][C:17]=1[CH3:20])[C:6]1[CH:11]=[CH:10][CH:9]=[CH:8][CH:7]=1. The catalyst class is: 26. (2) The catalyst class is: 4. Product: [CH3:1][O:2][C:3]1[CH:8]=[CH:7][CH:6]=[CH:5][C:4]=1[C:9]1[NH:10][C:11]2[C:16]([CH:17]=1)=[CH:15][C:14]([CH:18]1[CH2:23][CH2:22][NH:21][CH2:20][CH2:19]1)=[CH:13][CH:12]=2. Reactant: [CH3:1][O:2][C:3]1[CH:8]=[CH:7][CH:6]=[CH:5][C:4]=1[C:9]1[NH:10][C:11]2[C:16]([CH:17]=1)=[CH:15][C:14]([CH:18]1[CH2:23][CH2:22][N:21](C(OC(C)(C)C)=O)[CH2:20][CH2:19]1)=[CH:13][CH:12]=2.C(O)(C(F)(F)F)=O. (3) Reactant: [NH:1]1[CH2:6][CH2:5][CH2:4][CH2:3][CH2:2]1.C(=O)([O-])[O-].[K+].[K+].CC(N(C)C)=O.[Br:19][C:20]1[C:21]([CH3:34])=[C:22]([CH3:33])[C:23]2[O:27][C:26]([CH2:29]I)([CH3:28])[CH2:25][C:24]=2[C:31]=1[CH3:32]. Product: [Br:19][C:20]1[C:21]([CH3:34])=[C:22]([CH3:33])[C:23]2[O:27][C:26]([CH2:28][N:1]3[CH2:6][CH2:5][CH2:4][CH2:3][CH2:2]3)([CH3:29])[CH2:25][C:24]=2[C:31]=1[CH3:32]. The catalyst class is: 84. (4) Reactant: C(OC(=O)[N:7]([CH2:20][C:21]1[CH:26]=[C:25]([F:27])[CH:24]=[CH:23][C:22]=1[F:28])[C:8]1[N:13]=[C:12]([N:14]2[CH2:19][CH2:18][NH:17][CH2:16][CH2:15]2)[CH:11]=[N:10][CH:9]=1)(C)(C)C.[ClH:30].CCOCC.C(OCC)C. Product: [ClH:30].[F:28][C:22]1[CH:23]=[CH:24][C:25]([F:27])=[CH:26][C:21]=1[CH2:20][NH:7][C:8]1[N:13]=[C:12]([N:14]2[CH2:15][CH2:16][NH:17][CH2:18][CH2:19]2)[CH:11]=[N:10][CH:9]=1. The catalyst class is: 240. (5) Reactant: [OH:1][C:2]1[CH:7]=[CH:6][C:5]([C:8]2([C:14]#[N:15])[CH2:13][CH2:12][O:11][CH2:10][CH2:9]2)=[CH:4][CH:3]=1.Cl[CH2:17][CH2:18][CH:19]([N:21]1[CH2:25][CH2:24][CH2:23][CH2:22]1)[CH3:20].C([O-])([O-])=O.[K+].[K+]. Product: [N:21]1([CH:19]([CH3:20])[CH2:18][CH2:17][O:1][C:2]2[CH:7]=[CH:6][C:5]([C:8]3([C:14]#[N:15])[CH2:13][CH2:12][O:11][CH2:10][CH2:9]3)=[CH:4][CH:3]=2)[CH2:25][CH2:24][CH2:23][CH2:22]1. The catalyst class is: 3.